This data is from Reaction yield outcomes from USPTO patents with 853,638 reactions. The task is: Predict the reaction yield, written as a fraction of the theoretical maximum amount of product (1.0 means a 100% yield; for example, 0.34 means a 34% yield). (1) The reactants are Br[CH2:2][C:3]1[C:4]([Cl:10])=[N:5][C:6]([Cl:9])=[CH:7][CH:8]=1.[NH2:11][CH2:12][CH:13]([CH:15]1[CH2:18][C:17]([F:20])([F:19])[CH2:16]1)[OH:14].C(=O)([O-])[O-].[Cs+].[Cs+]. The catalyst is CN(C=O)C.C(Cl)Cl. The product is [Cl:10][C:4]1[C:3]([CH2:2][NH:11][CH2:12][CH:13]([CH:15]2[CH2:18][C:17]([F:20])([F:19])[CH2:16]2)[OH:14])=[CH:8][CH:7]=[C:6]([Cl:9])[N:5]=1. The yield is 0.340. (2) The reactants are [NH:1]1[C:5]2[CH:6]=[CH:7][CH:8]=[CH:9][C:4]=2[N:3]=[C:2]1[CH2:10][CH2:11][C:12]([OH:14])=O.CN(C(ON1N=NC2C=CC=NC1=2)=[N+](C)C)C.F[P-](F)(F)(F)(F)F.[NH2:39][CH2:40][C@@H:41]([OH:53])[CH2:42][N:43]1[CH2:52][CH2:51][C:50]2[C:45](=[CH:46][CH:47]=[CH:48][CH:49]=2)[CH2:44]1. The catalyst is C(Cl)Cl. The product is [NH:3]1[C:4]2[CH:9]=[CH:8][CH:7]=[CH:6][C:5]=2[N:1]=[C:2]1[CH2:10][CH2:11][C:12]([NH:39][CH2:40][C@@H:41]([OH:53])[CH2:42][N:43]1[CH2:52][CH2:51][C:50]2[C:45](=[CH:46][CH:47]=[CH:48][CH:49]=2)[CH2:44]1)=[O:14]. The yield is 0.309. (3) The reactants are C(N(C(C)C)C(C)C)C.[F:10][C:11]1[CH:16]=[CH:15][CH:14]=[CH:13][C:12]=1[N:17]1[C:25]2[C:20](=[C:21]([N:26]3[CH2:33][C@@H:32]4[C@@H:28]([CH2:29][NH:30][CH2:31]4)[C:27]3=[O:34])[CH:22]=[CH:23][CH:24]=2)[CH:19]=[N:18]1.[CH3:35][C:36]1[C:40]([CH2:41][C:42](O)=[O:43])=[C:39]([CH3:45])[O:38][N:37]=1.F[P-](F)(F)(F)(F)F.CN(C(N1C2C(=NC=CC=2)[N+]([O-])=N1)=[N+](C)C)C. The catalyst is O1CCCC1. The product is [CH3:35][C:36]1[C:40]([CH2:41][C:42]([N:30]2[CH2:31][C@@H:32]3[CH2:33][N:26]([C:21]4[CH:22]=[CH:23][CH:24]=[C:25]5[C:20]=4[CH:19]=[N:18][N:17]5[C:12]4[CH:13]=[CH:14][CH:15]=[CH:16][C:11]=4[F:10])[C:27](=[O:34])[C@@H:28]3[CH2:29]2)=[O:43])=[C:39]([CH3:45])[O:38][N:37]=1. The yield is 0.640. (4) The reactants are [CH3:1][CH:2]([C:6]1[CH:7]=[C:8]([CH:13]=[CH:14][N:15]=1)[C:9]([O:11]C)=[O:10])[CH2:3][CH2:4]C.Cl.[CH2:17]1COCC1. No catalyst specified. The product is [CH3:4][CH2:3][CH:2]([C:6]1[CH:7]=[C:8]([CH:13]=[CH:14][N:15]=1)[C:9]([OH:11])=[O:10])[CH2:1][CH3:17]. The yield is 0.370. (5) The reactants are [O:1]=[C:2]1[NH:6][C:5]2[CH:7]=[CH:8][C:9]([C:11]#N)=[CH:10][C:4]=2[O:3]1.[OH2:13]. The catalyst is C(O)=O.[Al].[Ni]. The product is [O:1]=[C:2]1[NH:6][C:5]2[CH:7]=[CH:8][C:9]([CH:11]=[O:13])=[CH:10][C:4]=2[O:3]1. The yield is 0.970. (6) The reactants are [C:1]1([C:7]2[N:8]=[C:9]([CH2:12][NH2:13])[S:10][CH:11]=2)[CH:6]=[CH:5][CH:4]=[CH:3][CH:2]=1.[F:14][C:15]([F:31])([F:30])[C:16]1[O:20][N:19]=[C:18]([C:21]2[CH:22]=[C:23]([CH:27]=[CH:28][CH:29]=2)[C:24](O)=[O:25])[N:17]=1. No catalyst specified. The product is [C:1]1([C:7]2[N:8]=[C:9]([CH2:12][NH:13][C:24](=[O:25])[C:23]3[CH:27]=[CH:28][CH:29]=[C:21]([C:18]4[N:17]=[C:16]([C:15]([F:31])([F:30])[F:14])[O:20][N:19]=4)[CH:22]=3)[S:10][CH:11]=2)[CH:2]=[CH:3][CH:4]=[CH:5][CH:6]=1. The yield is 0.380. (7) The reactants are [CH2:1]([N:3]1[CH2:8][CH2:7][N:6]([C:9]([C:11]2[CH:16]=[C:15]([N+:17]([O-])=O)[CH:14]=[CH:13][C:12]=2[C:20]([F:23])([F:22])[F:21])=[O:10])[CH2:5][CH2:4]1)[CH3:2].C([O-])=O.[NH4+]. The catalyst is CO.C(Cl)Cl.[Pd]. The product is [NH2:17][C:15]1[CH:14]=[CH:13][C:12]([C:20]([F:23])([F:22])[F:21])=[C:11]([C:9]([N:6]2[CH2:5][CH2:4][N:3]([CH2:1][CH3:2])[CH2:8][CH2:7]2)=[O:10])[CH:16]=1. The yield is 0.840. (8) The reactants are [Br:1][C:2]1[N:6]([C:7]([CH3:10])([CH3:9])[CH3:8])[N:5]=[CH:4][C:3]=1[C:11]([OH:13])=O.CC[N:16]=C=NCCCN(C)C.C1C=CC2N(O)N=NC=2C=1.[Cl-].[NH4+]. The catalyst is CN(C=O)C. The product is [Br:1][C:2]1[N:6]([C:7]([CH3:10])([CH3:9])[CH3:8])[N:5]=[CH:4][C:3]=1[C:11]([NH2:16])=[O:13]. The yield is 0.600. (9) The reactants are C([Si](C)(C)[O:6][C:7]1[CH:8]=[C:9]([CH:46]=[CH:47][CH:48]=1)[CH2:10][C@@H:11]1[NH:34][C:33](=[O:35])[C@H:32]([CH:36]([CH3:38])[CH3:37])[NH:31][C:30](=[O:39])[C@H:29]([CH3:40])[C@H:28]([O:41][CH3:42])[CH2:27][CH2:26][CH:25]=[CH:24][CH:23]=[CH:22][CH2:21][CH2:20][O:19][C:18](=[O:43])[C@H:17]2[NH:44][N:13]([CH2:14][CH2:15][CH2:16]2)[C:12]1=[O:45])(C)(C)C.[F-].C([N+](CCCC)(CCCC)CCCC)CCC.C(=O)(O)[O-].[Na+]. The catalyst is O1CCCC1. The product is [OH:6][C:7]1[CH:8]=[C:9]([CH:46]=[CH:47][CH:48]=1)[CH2:10][C@@H:11]1[NH:34][C:33](=[O:35])[C@H:32]([CH:36]([CH3:38])[CH3:37])[NH:31][C:30](=[O:39])[C@H:29]([CH3:40])[C@H:28]([O:41][CH3:42])[CH2:27][CH2:26][CH:25]=[CH:24][CH:23]=[CH:22][CH2:21][CH2:20][O:19][C:18](=[O:43])[C@H:17]2[NH:44][N:13]([CH2:14][CH2:15][CH2:16]2)[C:12]1=[O:45]. The yield is 0.470.